From a dataset of Forward reaction prediction with 1.9M reactions from USPTO patents (1976-2016). Predict the product of the given reaction. (1) Given the reactants [F:1][C:2]1[CH:3]=[C:4]([CH:16]=[CH:17][C:18]=1[F:19])[O:5][C:6]1[CH:13]=[CH:12][C:11]([CH2:14][OH:15])=[CH:10][C:7]=1[C:8]#[N:9].Cl[C:21]1[CH:31]=[C:25]2[N:26]([CH3:30])[CH2:27][CH2:28][CH2:29][N:24]2[C:23](=[O:32])[N:22]=1, predict the reaction product. The product is: [F:1][C:2]1[CH:3]=[C:4]([CH:16]=[CH:17][C:18]=1[F:19])[O:5][C:6]1[CH:13]=[CH:12][C:11]([CH2:14][O:15][C:21]2[CH:31]=[C:25]3[N:26]([CH3:30])[CH2:27][CH2:28][CH2:29][N:24]3[C:23](=[O:32])[N:22]=2)=[CH:10][C:7]=1[C:8]#[N:9]. (2) Given the reactants [CH3:1][O:2][C:3]1[CH:8]=[CH:7][CH:6]=[CH:5][C:4]=1[C:9]1[N:14]=[CH:13][N:12]=[C:11]([NH:15][C:16]2[CH:17]=[C:18]([CH2:22][S:23]([NH2:26])(=[O:25])=[O:24])[CH:19]=[CH:20][CH:21]=2)[N:10]=1.ClC1N=CN=C(NC2C=C(CS(N)(=O)=O)C=CC=2)N=1.COC1C=CC([C:54]([F:57])([F:56])[F:55])=CC=1B(O)O, predict the reaction product. The product is: [CH3:1][O:2][C:3]1[CH:8]=[CH:7][C:6]([C:54]([F:57])([F:56])[F:55])=[CH:5][C:4]=1[C:9]1[N:14]=[CH:13][N:12]=[C:11]([NH:15][C:16]2[CH:17]=[C:18]([CH2:22][S:23]([NH2:26])(=[O:25])=[O:24])[CH:19]=[CH:20][CH:21]=2)[N:10]=1. (3) The product is: [OH2:3].[CH3:10][C:14]1[C:15]([C:57]2[CH:58]=[C:59]3[C:54](=[CH:55][CH:56]=2)[NH:53][N:52]=[C:51]3[C:49]([NH:48][CH2:47][CH:44]2[CH2:45][CH2:46][N:41]([CH2:40][C:39]([OH:38])=[O:61])[CH2:42][CH2:43]2)=[O:50])=[C:7]([CH3:8])[O:6][N:13]=1. Given the reactants O.C(O)=[O:3].C[O:6][C:7]1[CH:15]=[C:14]2[C:10](C(C(NCC3CCN(CC(O)=O)CC3)=O)=N[NH:13]2)=C[C:8]=1C1C=NC=CC=1.C([O:38][C:39](=[O:61])[CH2:40][N:41]1[CH2:46][CH2:45][CH:44]([CH2:47][NH:48][C:49]([C:51]2[C:59]3[C:54](=[CH:55][CH:56]=[C:57](Br)[CH:58]=3)[NH:53][N:52]=2)=[O:50])[CH2:43][CH2:42]1)C.CC1C(B(O)O)=C(C)ON=1, predict the reaction product. (4) Given the reactants F[C:2]1[CH:19]=[CH:18][C:5]([C:6]([CH:8]2[CH2:13][CH2:12][N:11]([CH2:14][C:15]([OH:17])=[O:16])[CH2:10][CH2:9]2)=[O:7])=[CH:4][CH:3]=1.[OH-].[Na+].Cl.[CH2:23]([OH:25])[CH3:24], predict the reaction product. The product is: [CH2:23]([O:25][C:2]1[CH:19]=[CH:18][C:5]([C:6]([CH:8]2[CH2:13][CH2:12][N:11]([CH2:14][C:15]([OH:17])=[O:16])[CH2:10][CH2:9]2)=[O:7])=[CH:4][CH:3]=1)[CH3:24]. (5) Given the reactants [CH2:1]([N:8]1[C:16]2[C:11](=[CH:12][CH:13]=[CH:14][CH:15]=2)[C:10]([C:17]2[O:18][C:19]([C:22]([O:24][CH2:25][CH3:26])=[O:23])=[CH:20][CH:21]=2)=[N:9]1)[C:2]1[CH:7]=[CH:6][CH:5]=[CH:4][CH:3]=1.C(O)C[OH:29], predict the reaction product. The product is: [CH2:1]([N:8]1[C:16]2[C:11](=[CH:12][CH:13]=[CH:14][CH:15]=2)[C:10]([C:17]2[O:18][C:19]([C:22]([O:24][CH2:25][CH2:26][OH:29])=[O:23])=[CH:20][CH:21]=2)=[N:9]1)[C:2]1[CH:7]=[CH:6][CH:5]=[CH:4][CH:3]=1. (6) Given the reactants C([NH:8][CH:9]([C:12]1[N:17]=[CH:16][C:15]([O:18][CH3:19])=[CH:14][N:13]=1)[CH2:10][CH3:11])C1C=CC=CC=1, predict the reaction product. The product is: [CH3:19][O:18][C:15]1[CH:16]=[N:17][C:12]([CH:9]([NH2:8])[CH2:10][CH3:11])=[N:13][CH:14]=1.